Predict the reaction yield, written as a fraction of the theoretical maximum amount of product (1.0 means a 100% yield; for example, 0.34 means a 34% yield). From a dataset of Reaction yield outcomes from USPTO patents with 853,638 reactions. (1) The reactants are [F:1][C:2]([F:19])([F:18])[O:3][C:4]1[CH:5]=[C:6]([CH:15]=[CH:16][CH:17]=1)[O:7][C:8]1[CH:9]=[C:10]([CH:12]=[CH:13][CH:14]=1)[NH2:11].[F:20][C:21]([F:34])([O:25][C:26]1[CH:27]=[C:28]([CH:31]=[CH:32][CH:33]=1)[CH:29]=O)[CH:22]([F:24])[F:23].C(O[BH-](O[C:45](=[O:47])[CH3:46])OC(=O)C)(=O)C.[Na+].C(O)(=O)C. The catalyst is ClC(Cl)C. The product is [F:1][C:2]([F:18])([F:19])[O:3][C:4]1[CH:5]=[C:6]([CH:15]=[CH:16][CH:17]=1)[O:7][C:8]1[CH:9]=[C:10]([N:11]([CH2:29][C:28]2[CH:31]=[CH:32][CH:33]=[C:26]([O:25][C:21]([F:34])([F:20])[CH:22]([F:24])[F:23])[CH:27]=2)[CH2:46][C@@H:45]([OH:47])[C:2]([F:19])([F:18])[F:1])[CH:12]=[CH:13][CH:14]=1. The yield is 1.00. (2) The reactants are C[O:2][C:3](=[O:35])[CH2:4][CH2:5][C:6]1[CH:11]=[CH:10][C:9]([O:12][CH2:13][CH:14]([CH3:33])[CH2:15][O:16][C:17]2[CH:22]=[CH:21][C:20]([CH2:23][CH3:24])=[CH:19][C:18]=2[C:25](=[O:32])[C:26]2[CH:31]=[CH:30][CH:29]=[CH:28][CH:27]=2)=[CH:8][C:7]=1[CH3:34].[OH-].[Na+].Cl. The catalyst is CO.O. The product is [C:25]([C:18]1[CH:19]=[C:20]([CH2:23][CH3:24])[CH:21]=[CH:22][C:17]=1[O:16][CH2:15][CH:14]([CH3:33])[CH2:13][O:12][C:9]1[CH:10]=[CH:11][C:6]([CH2:5][CH2:4][C:3]([OH:35])=[O:2])=[C:7]([CH3:34])[CH:8]=1)(=[O:32])[C:26]1[CH:27]=[CH:28][CH:29]=[CH:30][CH:31]=1. The yield is 1.00. (3) The reactants are [OH-].[Na+].Cl.[NH2:4][CH:5]1[CH2:10][CH2:9][CH2:8][CH2:7][CH:6]1[OH:11].I[C:13]1[CH:18]=[CH:17][CH:16]=[CH:15][CH:14]=1.CS(C)=O. The catalyst is [Cl-].[Na+].O.[Cu]I. The product is [C:13]1([NH:4][C@@H:5]2[CH2:10][CH2:9][CH2:8][CH2:7][C@H:6]2[OH:11])[CH:18]=[CH:17][CH:16]=[CH:15][CH:14]=1. The yield is 0.920. (4) The reactants are C(O[C:5](=[CH:19][C:20](=[O:22])C)[CH2:6][C:7]([NH:9][C:10]1[CH:15]=[C:14]([O:16][CH3:17])[CH:13]=[CH:12][C:11]=1[Br:18])=[O:8])(=O)C.S(=O)(=O)(O)[OH:24]. No catalyst specified. The product is [Br:18][C:11]1[CH:12]=[CH:13][C:14]([O:16][CH3:17])=[C:15]2[C:10]=1[NH:9][C:7](=[O:8])[CH:6]=[C:5]2[CH2:19][C:20]([OH:22])=[O:24]. The yield is 0.890.